Dataset: Full USPTO retrosynthesis dataset with 1.9M reactions from patents (1976-2016). Task: Predict the reactants needed to synthesize the given product. (1) Given the product [F:23][C:24]([F:35])([F:34])[C:25]([N:1]1[CH2:6][CH2:5][C:4]2([CH2:11][CH2:10][C:9]3[CH:12]=[CH:13][CH:14]=[CH:15][C:8]=3[O:7]2)[CH2:3][CH2:2]1)=[O:26], predict the reactants needed to synthesize it. The reactants are: [NH:1]1[CH2:6][CH2:5][C:4]2([CH2:11][CH2:10][C:9]3[CH:12]=[CH:13][CH:14]=[CH:15][C:8]=3[O:7]2)[CH2:3][CH2:2]1.Cl.N1C=CC=CC=1.[F:23][C:24]([F:35])([F:34])[C:25](O[C:25](=[O:26])[C:24]([F:35])([F:34])[F:23])=[O:26]. (2) Given the product [Cl:1][C:2]1[CH:22]=[C:21]([CH2:23][CH:24]2[S:28][C:27](=[S:29])[NH:26][C:25]2=[O:30])[CH:20]=[CH:19][C:3]=1[O:4][C:5]1[CH:6]=[CH:7][C:8]([CH2:9][CH:10]2[NH:15][C:14](=[O:16])[CH2:13][O:12][CH2:11]2)=[CH:17][CH:18]=1, predict the reactants needed to synthesize it. The reactants are: [Cl:1][C:2]1[CH:22]=[C:21]([CH:23]=[C:24]2[S:28][C:27](=[S:29])[NH:26][C:25]2=[O:30])[CH:20]=[CH:19][C:3]=1[O:4][C:5]1[CH:18]=[CH:17][C:8]([CH2:9][CH:10]2[NH:15][C:14](=[O:16])[CH2:13][O:12][CH2:11]2)=[CH:7][CH:6]=1.C(C1CC(C(OCC)=O)=C(C)NC=1C)(OCC)=O. (3) Given the product [CH2:1]([O:8][C:9]1[CH:17]=[CH:16][C:12]([C:13]([Cl:20])=[O:14])=[CH:11][CH:10]=1)[C:2]1[CH:7]=[CH:6][CH:5]=[CH:4][CH:3]=1, predict the reactants needed to synthesize it. The reactants are: [CH2:1]([O:8][C:9]1[CH:17]=[CH:16][C:12]([C:13](O)=[O:14])=[CH:11][CH:10]=1)[C:2]1[CH:7]=[CH:6][CH:5]=[CH:4][CH:3]=1.S(Cl)([Cl:20])=O. (4) Given the product [C:1]12([C:11]3[O:15][C:14]([NH:16][C:17]4[CH:18]=[CH:19][CH:20]=[C:21]5[C:26]=4[CH2:25][C:24](=[O:27])[CH2:23][CH2:22]5)=[N:13][CH:12]=3)[CH2:10][CH:5]3[CH2:4][CH:3]([CH2:9][CH:7]([CH2:6]3)[CH2:8]1)[CH2:2]2, predict the reactants needed to synthesize it. The reactants are: [C:1]12([C:11]3[O:15][C:14]([NH:16][C:17]4[C:26]5[CH2:25][C:24]([O:27]CC)=[CH:23][CH2:22][C:21]=5[CH:20]=[CH:19][CH:18]=4)=[N:13][CH:12]=3)[CH2:10][CH:5]3[CH2:6][CH:7]([CH2:9][CH:3]([CH2:4]3)[CH2:2]1)[CH2:8]2.C(OC1CC2C(NC3OC(C4C=CC(C(F)(F)F)=CC=4)=CN=3)=CC=CC=2CC=1)C. (5) Given the product [C:1]([O:20][CH2:3][CH2:2][CH2:1][O:19][C:23](=[O:24])[CH2:22][CH2:21][CH2:18][CH2:17][CH2:16][CH2:15][CH2:14][CH2:13][CH2:12][CH2:11][CH2:10][CH2:9][CH2:8][CH2:7][CH2:6][CH2:5][CH3:4])(=[O:19])[CH2:2][CH2:3][CH2:4][CH2:5][CH2:6][CH2:7][CH2:8][CH2:9][CH2:10][CH2:11][CH2:12][CH2:13][CH2:14][CH2:15][CH2:16][CH2:17][CH3:18], predict the reactants needed to synthesize it. The reactants are: [C:1]([OH:20])(=[O:19])[CH2:2][CH2:3][CH2:4][CH2:5][CH2:6][CH2:7][CH2:8][CH2:9][CH2:10][CH2:11][CH2:12][CH2:13][CH2:14][CH2:15][CH2:16][CH2:17][CH3:18].[CH2:21](O)[CH2:22][CH2:23][OH:24]. (6) Given the product [CH3:1][C:2]1[O:18][N:17]=[C:5]([C:7]2([C:10]([OH:12])=[O:11])[CH2:8][CH2:9]2)[CH:6]=1, predict the reactants needed to synthesize it. The reactants are: [CH3:1][C:2]1[CH:6]=[C:5]([C:7]2([C:10]([OH:12])=[O:11])[CH2:9][CH2:8]2)ON=1.CC1[O:18][N:17]=C(C(OCC)=O)C=1. (7) Given the product [CH2:16]1[CH2:15][CH2:14][CH:13]([CH2:12][O:11][C:8]2[CH:9]=[CH:10][C:5]([CH:2]3[CH:3]([NH2:4])[CH2:1]3)=[C:6]([O:19][CH2:20][CH:21]3[CH2:26][CH2:25][CH2:24][CH2:23][CH2:22]3)[CH:7]=2)[CH2:18][CH2:17]1, predict the reactants needed to synthesize it. The reactants are: [CH2:1]1[CH:3]([NH2:4])[CH:2]1[C:5]1[CH:10]=[CH:9][C:8]([O:11][CH2:12][C:13]2[CH:18]=[CH:17][CH:16]=[CH:15][CH:14]=2)=[CH:7][C:6]=1[O:19][CH2:20][C:21]1[CH:26]=[CH:25][CH:24]=[CH:23][CH:22]=1.CC(COC1C=CC(C2C(N)C2)=C(OCC(C)C)C=1)C. (8) Given the product [C:29]([C:28]1[CH:31]=[CH:32][C:25]([NH:24][C:13]([C:11]2([CH3:16])[CH2:12][N:8]([C:5]3[CH:4]=[CH:3][C:2]([F:1])=[CH:7][CH:6]=3)[C:9](=[O:17])[NH:10]2)=[O:15])=[CH:26][C:27]=1[C:33]([F:34])([F:35])[F:36])#[N:30], predict the reactants needed to synthesize it. The reactants are: [F:1][C:2]1[CH:7]=[CH:6][C:5]([N:8]2[CH2:12][C:11]([CH3:16])([C:13]([OH:15])=O)[NH:10][C:9]2=[O:17])=[CH:4][CH:3]=1.C(Cl)(=O)C(Cl)=O.[NH2:24][C:25]1[CH:32]=[CH:31][C:28]([C:29]#[N:30])=[C:27]([C:33]([F:36])([F:35])[F:34])[CH:26]=1.C(N(CC)CC)C.